This data is from Reaction yield outcomes from USPTO patents with 853,638 reactions. The task is: Predict the reaction yield, written as a fraction of the theoretical maximum amount of product (1.0 means a 100% yield; for example, 0.34 means a 34% yield). The reactants are [Cl:1][C:2]1[CH:3]=[C:4]([CH:7]=[C:8]([Cl:20])[C:9]=1[N:10]1[CH:19]=[C:13]2[CH:14]=[N:15][CH:16]=[C:17]([Cl:18])[C:12]2=[N:11]1)C#N.N(C1C(Cl)=CN=CC=1/C=N/C1C(Cl)=CC=CC=1Cl)=[N+]=[N-]. The catalyst is C1(C)C=CC=CC=1. The product is [Cl:18][C:17]1[C:12]2[C:13](=[CH:19][N:10]([C:9]3[C:8]([Cl:20])=[CH:7][CH:4]=[CH:3][C:2]=3[Cl:1])[N:11]=2)[CH:14]=[N:15][CH:16]=1. The yield is 0.660.